From a dataset of Forward reaction prediction with 1.9M reactions from USPTO patents (1976-2016). Predict the product of the given reaction. (1) Given the reactants [CH:1]12CC(C[CH2:6]1)C=[CH:2]2.N([C:10](C)([CH3:15])[C:11]([O:13]C)=[O:12])=N[C:10](C)([CH3:15])[C:11]([O:13]C)=[O:12].CC(OC(=O)C(C)=C)(C)CC[O:28][C:29]([C:31]12[CH2:40][CH:35]3[CH2:36][CH:37]([CH2:39][CH:33]([CH2:34]3)[CH2:32]1)[CH2:38]2)=[O:30], predict the reaction product. The product is: [C:11]([OH:13])(=[O:12])[CH:10]=[CH2:15].[CH:1]([C:31]12[CH2:40][CH:35]3[CH2:36][CH:37]([CH2:39][CH:33]([CH2:34]3)[CH2:32]1)[CH2:38]2)([CH3:6])[CH3:2].[C:29]([O-:30])(=[O:28])[C:31]([CH3:38])=[CH2:32]. (2) Given the reactants [CH:1]1([C:7]2[C:8]3[CH:25]=[CH:24][C:23]([C:26]([O:28][CH3:29])=[O:27])=[CH:22][C:9]=3[N:10]3[C:16]=2[C:15]2[CH:17]=[CH:18][C:19]([OH:21])=[CH:20][C:14]=2[O:13][CH2:12][CH2:11]3)[CH2:6][CH2:5][CH2:4][CH2:3][CH2:2]1.C(=O)([O-])[O-].[K+].[K+].[CH2:36](Br)[C:37]1[CH:42]=[CH:41][CH:40]=[CH:39][CH:38]=1.C(=O)([O-])O.[Na+], predict the reaction product. The product is: [CH2:36]([O:21][C:19]1[CH:18]=[CH:17][C:15]2[C:16]3[N:10]([CH2:11][CH2:12][O:13][C:14]=2[CH:20]=1)[C:9]1[CH:22]=[C:23]([C:26]([O:28][CH3:29])=[O:27])[CH:24]=[CH:25][C:8]=1[C:7]=3[CH:1]1[CH2:2][CH2:3][CH2:4][CH2:5][CH2:6]1)[C:37]1[CH:42]=[CH:41][CH:40]=[CH:39][CH:38]=1. (3) Given the reactants [H-].[Na+].[I-].[CH3:4][S+](C)(C)=O.[CH2:9]([O:16][C:17]([N:19]1[CH2:24][CH2:23][C:22](=[O:25])[CH2:21][CH2:20]1)=[O:18])[C:10]1[CH:15]=[CH:14][CH:13]=[CH:12][CH:11]=1, predict the reaction product. The product is: [CH2:9]([O:16][C:17]([N:19]1[CH2:24][CH2:23][C:22]2([O:25][CH2:4]2)[CH2:21][CH2:20]1)=[O:18])[C:10]1[CH:15]=[CH:14][CH:13]=[CH:12][CH:11]=1.